This data is from Reaction yield outcomes from USPTO patents with 853,638 reactions. The task is: Predict the reaction yield, written as a fraction of the theoretical maximum amount of product (1.0 means a 100% yield; for example, 0.34 means a 34% yield). The reactants are [Cl:1][C:2]1[CH:3]=[C:4]([CH:12]=[CH:13][CH:14]=1)[CH2:5][C:6]1OC(=O)[S:8][N:7]=1.[S:15]([C:25]#[N:26])([C:18]1[CH:24]=[CH:23][C:21]([CH3:22])=[CH:20][CH:19]=1)(=[O:17])=[O:16]. The catalyst is ClC1C=CC=CC=1Cl. The product is [Cl:1][C:2]1[CH:3]=[C:4]([CH:12]=[CH:13][CH:14]=1)[CH2:5][C:6]1[N:26]=[C:25]([S:15]([C:18]2[CH:24]=[CH:23][C:21]([CH3:22])=[CH:20][CH:19]=2)(=[O:17])=[O:16])[S:8][N:7]=1. The yield is 0.545.